This data is from NCI-60 drug combinations with 297,098 pairs across 59 cell lines. The task is: Regression. Given two drug SMILES strings and cell line genomic features, predict the synergy score measuring deviation from expected non-interaction effect. (1) Drug 1: CCCCCOC(=O)NC1=NC(=O)N(C=C1F)C2C(C(C(O2)C)O)O. Drug 2: CC1=C2C(C(=O)C3(C(CC4C(C3C(C(C2(C)C)(CC1OC(=O)C(C(C5=CC=CC=C5)NC(=O)C6=CC=CC=C6)O)O)OC(=O)C7=CC=CC=C7)(CO4)OC(=O)C)O)C)OC(=O)C. Cell line: A549. Synergy scores: CSS=10.9, Synergy_ZIP=1.36, Synergy_Bliss=-0.807, Synergy_Loewe=-14.0, Synergy_HSA=-2.77. (2) Drug 1: CC1OCC2C(O1)C(C(C(O2)OC3C4COC(=O)C4C(C5=CC6=C(C=C35)OCO6)C7=CC(=C(C(=C7)OC)O)OC)O)O. Drug 2: CC1C(C(CC(O1)OC2CC(OC(C2O)C)OC3=CC4=CC5=C(C(=O)C(C(C5)C(C(=O)C(C(C)O)O)OC)OC6CC(C(C(O6)C)O)OC7CC(C(C(O7)C)O)OC8CC(C(C(O8)C)O)(C)O)C(=C4C(=C3C)O)O)O)O. Cell line: NCIH23. Synergy scores: CSS=44.2, Synergy_ZIP=-1.52, Synergy_Bliss=-1.95, Synergy_Loewe=-2.95, Synergy_HSA=-1.63. (3) Drug 1: CCC1(CC2CC(C3=C(CCN(C2)C1)C4=CC=CC=C4N3)(C5=C(C=C6C(=C5)C78CCN9C7C(C=CC9)(C(C(C8N6C=O)(C(=O)OC)O)OC(=O)C)CC)OC)C(=O)OC)O.OS(=O)(=O)O. Drug 2: C1CN(P(=O)(OC1)NCCCl)CCCl. Cell line: MALME-3M. Synergy scores: CSS=19.2, Synergy_ZIP=-5.18, Synergy_Bliss=0.664, Synergy_Loewe=-27.8, Synergy_HSA=0.0953. (4) Drug 1: COC1=CC(=CC(=C1O)OC)C2C3C(COC3=O)C(C4=CC5=C(C=C24)OCO5)OC6C(C(C7C(O6)COC(O7)C8=CC=CS8)O)O. Drug 2: CC1C(C(=O)NC(C(=O)N2CCCC2C(=O)N(CC(=O)N(C(C(=O)O1)C(C)C)C)C)C(C)C)NC(=O)C3=C4C(=C(C=C3)C)OC5=C(C(=O)C(=C(C5=N4)C(=O)NC6C(OC(=O)C(N(C(=O)CN(C(=O)C7CCCN7C(=O)C(NC6=O)C(C)C)C)C)C(C)C)C)N)C. Cell line: SF-268. Synergy scores: CSS=35.7, Synergy_ZIP=3.70, Synergy_Bliss=7.11, Synergy_Loewe=7.25, Synergy_HSA=7.37. (5) Drug 1: CCC(=C(C1=CC=CC=C1)C2=CC=C(C=C2)OCCN(C)C)C3=CC=CC=C3.C(C(=O)O)C(CC(=O)O)(C(=O)O)O. Cell line: NCI/ADR-RES. Synergy scores: CSS=10.4, Synergy_ZIP=-3.27, Synergy_Bliss=-5.64, Synergy_Loewe=-9.37, Synergy_HSA=-7.03. Drug 2: CS(=O)(=O)CCNCC1=CC=C(O1)C2=CC3=C(C=C2)N=CN=C3NC4=CC(=C(C=C4)OCC5=CC(=CC=C5)F)Cl.